This data is from NCI-60 drug combinations with 297,098 pairs across 59 cell lines. The task is: Regression. Given two drug SMILES strings and cell line genomic features, predict the synergy score measuring deviation from expected non-interaction effect. (1) Drug 1: C1=NC2=C(N=C(N=C2N1C3C(C(C(O3)CO)O)F)Cl)N. Drug 2: CS(=O)(=O)CCNCC1=CC=C(O1)C2=CC3=C(C=C2)N=CN=C3NC4=CC(=C(C=C4)OCC5=CC(=CC=C5)F)Cl. Cell line: DU-145. Synergy scores: CSS=4.37, Synergy_ZIP=-0.872, Synergy_Bliss=3.78, Synergy_Loewe=0.00857, Synergy_HSA=0.510. (2) Drug 1: C1C(C(OC1N2C=NC3=C(N=C(N=C32)Cl)N)CO)O. Drug 2: CN(CCCl)CCCl.Cl. Cell line: NCI-H460. Synergy scores: CSS=43.8, Synergy_ZIP=1.13, Synergy_Bliss=-0.636, Synergy_Loewe=-12.6, Synergy_HSA=-0.428.